From a dataset of Full USPTO retrosynthesis dataset with 1.9M reactions from patents (1976-2016). Predict the reactants needed to synthesize the given product. (1) Given the product [Cl:8][C:6]1[N:5]=[C:4]2[S:9][CH:10]=[C:11]([C:12]3[CH:17]=[CH:16][CH:15]=[CH:14][CH:13]=3)[C:3]2=[C:2]([NH:18][CH2:19][C:20]2[CH:25]=[CH:24][CH:23]=[CH:22][N:21]=2)[CH:7]=1, predict the reactants needed to synthesize it. The reactants are: Cl[C:2]1[CH:7]=[C:6]([Cl:8])[N:5]=[C:4]2[S:9][CH:10]=[C:11]([C:12]3[CH:17]=[CH:16][CH:15]=[CH:14][CH:13]=3)[C:3]=12.[NH2:18][CH2:19][C:20]1[CH:25]=[CH:24][CH:23]=[CH:22][N:21]=1. (2) The reactants are: Cl[C:2]1[C:3]2[CH2:13][CH2:12][CH2:11][C:10]3[CH:14]=[CH:15][CH:16]=[CH:17][C:9]=3[C:4]=2[N:5]=[C:6]([NH2:8])[N:7]=1.[CH2:18]1[NH:23][CH2:22][CH2:21][N:20]2[CH2:24][CH2:25][CH2:26][CH:19]12.COCCO.C(N(CC)C(C)C)(C)C. Given the product [CH2:18]1[N:23]([C:2]2[C:3]3[CH2:13][CH2:12][CH2:11][C:10]4[CH:14]=[CH:15][CH:16]=[CH:17][C:9]=4[C:4]=3[N:5]=[C:6]([NH2:8])[N:7]=2)[CH2:22][CH2:21][N:20]2[CH2:24][CH2:25][CH2:26][CH:19]12, predict the reactants needed to synthesize it. (3) The reactants are: C(Cl)Cl.[CH3:4][C:5]1[CH:10]=[CH:9][C:8]([S:11][C:12]2[C:20]3[NH:19][C:18]4[CH2:21][CH2:22][NH:23][CH2:24][C:17]=4[C:16]=3[CH:15]=[CH:14][CH:13]=2)=[CH:7][CH:6]=1.C(N(CC)CC)C.[C:32](O[C:32]([O:34][C:35]([CH3:38])([CH3:37])[CH3:36])=[O:33])([O:34][C:35]([CH3:38])([CH3:37])[CH3:36])=[O:33]. Given the product [CH3:4][C:5]1[CH:6]=[CH:7][C:8]([S:11][C:12]2[C:20]3[NH:19][C:18]4[CH2:21][CH2:22][N:23]([C:32]([O:34][C:35]([CH3:38])([CH3:37])[CH3:36])=[O:33])[CH2:24][C:17]=4[C:16]=3[CH:15]=[CH:14][CH:13]=2)=[CH:9][CH:10]=1, predict the reactants needed to synthesize it. (4) Given the product [F:29][C:28]([F:31])([F:30])[S:25]([O:8][C:3]1[C:2]([CH3:9])([CH3:1])[CH2:7][CH2:6][CH2:5][CH:4]=1)(=[O:27])=[O:26], predict the reactants needed to synthesize it. The reactants are: [CH3:1][C:2]1([CH3:9])[CH2:7][CH2:6][CH2:5][CH2:4][C:3]1=[O:8].[Li+].CC([N-]C(C)C)C.C1C=CC(N([S:25]([C:28]([F:31])([F:30])[F:29])(=[O:27])=[O:26])[S:25]([C:28]([F:31])([F:30])[F:29])(=[O:27])=[O:26])=CC=1. (5) Given the product [NH2:1][C:2]1[C:3]([C:4]([NH:6][CH3:7])=[O:5])=[C:11]([F:35])[C:12]([C:15]2[CH:16]=[N:17][N:18]([CH2:20][CH2:21][CH2:22][OH:23])[CH:19]=2)=[CH:13][CH:14]=1, predict the reactants needed to synthesize it. The reactants are: [NH2:1][C:2]1[CH:14]=[CH:13][C:12]([C:15]2[CH:16]=[N:17][N:18]([CH2:20][CH2:21][CH2:22][OH:23])[CH:19]=2)=[CH:11][C:3]=1[C:4]([N:6](CC)[CH2:7]C)=[O:5].NC1C(C(NC)=O)=C([F:35])C(Br)=CC=1. (6) The reactants are: [Cl:1][C:2]1[CH:7]=[CH:6][C:5]([O:8]C)=[C:4]([O:10][C:11]2[CH:16]=[CH:15][CH:14]=[CH:13][CH:12]=2)[CH:3]=1. Given the product [Cl:1][C:2]1[CH:7]=[CH:6][C:5]([OH:8])=[C:4]([O:10][C:11]2[CH:16]=[CH:15][CH:14]=[CH:13][CH:12]=2)[CH:3]=1, predict the reactants needed to synthesize it. (7) Given the product [Br:18][C:19]1[CH:20]=[C:21]([C:25]2([C:27]3[CH:32]=[CH:31][CH:30]=[C:29]([Br:33])[CH:28]=3)[C:13]3[CH:14]=[CH:15][CH:16]=[CH:17][C:12]=3[O:11][C:6]3[C:5]2=[CH:10][CH:9]=[CH:8][CH:7]=3)[CH:22]=[CH:23][CH:24]=1, predict the reactants needed to synthesize it. The reactants are: [Mg].II.Br[C:5]1[CH:10]=[CH:9][CH:8]=[CH:7][C:6]=1[O:11][C:12]1[CH:17]=[CH:16][CH:15]=[CH:14][CH:13]=1.[Br:18][C:19]1[CH:20]=[C:21]([C:25]([C:27]2[CH:32]=[CH:31][CH:30]=[C:29]([Br:33])[CH:28]=2)=O)[CH:22]=[CH:23][CH:24]=1.